From a dataset of Full USPTO retrosynthesis dataset with 1.9M reactions from patents (1976-2016). Predict the reactants needed to synthesize the given product. Given the product [OH:19][CH2:18][C:17]1[CH:22]=[CH:23][C:14]([C@@H:12]([N:8]2[CH2:7][CH2:6][C@:5]([CH2:4][CH2:3][CH2:2][OH:1])([C:24]3[CH:25]=[CH:26][CH:27]=[CH:28][CH:29]=3)[O:10][C:9]2=[O:11])[CH3:13])=[CH:15][CH:16]=1, predict the reactants needed to synthesize it. The reactants are: [OH:1][CH2:2][CH2:3][CH2:4][C@@:5]1([C:24]2[CH:29]=[CH:28][CH:27]=[CH:26][CH:25]=2)[O:10][C:9](=[O:11])[N:8]([C@H:12]([C:14]2[CH:23]=[CH:22][C:17]([C:18](OC)=[O:19])=[CH:16][CH:15]=2)[CH3:13])[CH2:7][CH2:6]1.[BH4-].[Na+].CO.